This data is from Catalyst prediction with 721,799 reactions and 888 catalyst types from USPTO. The task is: Predict which catalyst facilitates the given reaction. Reactant: [CH2:1](CN)[C:2]1[CH:7]=[CH:6][CH:5]=[CH:4][CH:3]=1.[S:10]1[CH:14]=[CH:13][CH:12]=[C:11]1[CH:15]=O.CCCCCCC.C(OCC)(=O)C.[CH:30]([NH2:33])(C)C. Product: [CH2:1]([N:33]([CH3:30])[CH2:15][C:11]1[S:10][CH:14]=[CH:13][CH:12]=1)[C:2]1[CH:3]=[CH:4][CH:5]=[CH:6][CH:7]=1. The catalyst class is: 1.